From a dataset of Catalyst prediction with 721,799 reactions and 888 catalyst types from USPTO. Predict which catalyst facilitates the given reaction. (1) Reactant: [Br:1][C:2]1[C:3]([CH2:9][CH3:10])=[C:4]([OH:8])[CH:5]=[CH:6][CH:7]=1.Br[CH2:12][CH2:13][CH2:14][C:15]([O:17][CH2:18][CH3:19])=[O:16].C(=O)([O-])[O-].[K+].[K+].O. Product: [Br:1][C:2]1[C:3]([CH2:9][CH3:10])=[C:4]([O:8][CH2:12][CH2:13][CH2:14][C:15]([O:17][CH2:18][CH3:19])=[O:16])[CH:5]=[CH:6][CH:7]=1. The catalyst class is: 9. (2) Reactant: [C:1]1([C:7]2([C:10]([OH:12])=[O:11])[CH2:9][CH2:8]2)[CH:6]=[CH:5][CH:4]=[CH:3][CH:2]=1.C([O-])(=O)C.[Na+].[Br:18]Br. Product: [Br:18][C:4]1[CH:5]=[CH:6][C:1]([C:7]2([C:10]([OH:12])=[O:11])[CH2:9][CH2:8]2)=[CH:2][CH:3]=1. The catalyst class is: 15. (3) Reactant: Cl[C:2]1[CH:3]=[C:4]([N:28]([CH2:35][C:36]2[CH:41]=[CH:40][C:39]([O:42][CH3:43])=[CH:38][CH:37]=2)[C:29]2[CH:34]=[CH:33][CH:32]=[CH:31][CH:30]=2)[C:5]2[N:6]([C:8]([C:11]([NH:13][C:14]3[CH:19]=[CH:18][CH:17]=[C:16]([C:20]4[N:24]=[C:23]([CH:25]([CH3:27])[CH3:26])[O:22][N:21]=4)[CH:15]=3)=[O:12])=[CH:9][N:10]=2)[N:7]=1.[CH:44]1([NH2:51])[CH2:49][CH2:48][CH:47]([NH2:50])[CH2:46][CH2:45]1. Product: [NH2:50][C@H:47]1[CH2:48][CH2:49][C@H:44]([NH:51][C:2]2[CH:3]=[C:4]([N:28]([CH2:35][C:36]3[CH:41]=[CH:40][C:39]([O:42][CH3:43])=[CH:38][CH:37]=3)[C:29]3[CH:34]=[CH:33][CH:32]=[CH:31][CH:30]=3)[C:5]3[N:6]([C:8]([C:11]([NH:13][C:14]4[CH:19]=[CH:18][CH:17]=[C:16]([C:20]5[N:24]=[C:23]([CH:25]([CH3:27])[CH3:26])[O:22][N:21]=5)[CH:15]=4)=[O:12])=[CH:9][N:10]=3)[N:7]=2)[CH2:45][CH2:46]1. The catalyst class is: 13. (4) Reactant: [I-:1].[Na+].Cl[CH:4]([O:6][C:7](=[O:15])[O:8][CH:9]1[CH2:14][CH2:13][CH2:12][CH2:11][CH2:10]1)[CH3:5]. Product: [I:1][CH:4]([O:6][C:7](=[O:15])[O:8][CH:9]1[CH2:14][CH2:13][CH2:12][CH2:11][CH2:10]1)[CH3:5]. The catalyst class is: 23. (5) Reactant: [N+:1]([C:4]1[CH:19]=[CH:18][C:7]2[N:8]([C:11]([O:13][C:14]([CH3:17])([CH3:16])[CH3:15])=[O:12])[CH:9]=[N:10][C:6]=2[CH:5]=1)([O-:3])=[O:2].[CH3:20][CH2:21][Mg+].[Br-].C(C1C(=O)C(Cl)=C(Cl)C(=O)C=1C#N)#N. Product: [CH2:20]([C:5]1[C:6]2[N:10]=[CH:9][N:8]([C:11]([O:13][C:14]([CH3:15])([CH3:16])[CH3:17])=[O:12])[C:7]=2[CH:18]=[CH:19][C:4]=1[N+:1]([O-:3])=[O:2])[CH3:21]. The catalyst class is: 1. (6) Reactant: [OH:1][CH2:2][C:3]1[C:8]([C:9]#[N:10])=[C:7]([O:11][CH3:12])[N:6]=[C:5]([CH3:13])[CH:4]=1.Br[CH2:15][CH:16]=[CH2:17].[H-].[Na+].[Cl-].[NH4+]. Product: [CH2:17]([O:1][CH2:2][C:3]1[C:8]([C:9]#[N:10])=[C:7]([O:11][CH3:12])[N:6]=[C:5]([CH3:13])[CH:4]=1)[CH:16]=[CH2:15]. The catalyst class is: 3. (7) Reactant: [C:1]1([CH2:7][N:8]([CH2:16][C:17]2[CH:22]=[CH:21][CH:20]=[CH:19][CH:18]=2)[C:9]2([C:14]#[N:15])[CH2:13][CH2:12][CH2:11][CH2:10]2)[CH:6]=[CH:5][CH:4]=[CH:3][CH:2]=1.[C:23]1([Li])[CH:28]=[CH:27][CH:26]=[CH:25][CH:24]=1.C(OCCCC)CCC.[BH4-].[Na+].NC(C1C=CC=CC=1)C1(N(C)C)CCCC1. Product: [NH2:15][CH:14]([C:23]1[CH:28]=[CH:27][CH:26]=[CH:25][CH:24]=1)[C:9]1([N:8]([CH2:7][C:1]2[CH:2]=[CH:3][CH:4]=[CH:5][CH:6]=2)[CH2:16][C:17]2[CH:22]=[CH:21][CH:20]=[CH:19][CH:18]=2)[CH2:13][CH2:12][CH2:11][CH2:10]1. The catalyst class is: 36. (8) Reactant: [Cl:1][C:2]1[CH:3]=[CH:4][C:5]2[N:6]=[CH:7][N:8]=[C:9](OC3CCOCC3)[C:10]=2[N:11]=1.[CH:19]1([SH:25])[CH2:24][CH2:23][CH2:22][CH2:21][CH2:20]1.C([O-])([O-])=O.[K+].[K+]. Product: [Cl:1][C:2]1[CH:3]=[CH:4][C:5]2[N:6]=[CH:7][N:8]=[C:9]([S:25][CH:19]3[CH2:24][CH2:23][CH2:22][CH2:21][CH2:20]3)[C:10]=2[N:11]=1. The catalyst class is: 47. (9) Reactant: [F:1][C:2]1[CH:7]=[CH:6][C:5]([O:8][CH3:9])=[CH:4][C:3]=1[C:10]1[CH:15]=[CH:14][C:13]([O:16][CH2:17][C:18]2[CH:19]=[C:20]([CH:24]([CH2:31][CH2:32][OH:33])[CH2:25][C:26]([O:28][CH2:29][CH3:30])=[O:27])[CH:21]=[CH:22][CH:23]=2)=[CH:12][C:11]=1[CH2:34][C:35]([CH3:38])([CH3:37])[CH3:36].C(N(CC)CC)C. Product: [F:1][C:2]1[CH:7]=[CH:6][C:5]([O:8][CH3:9])=[CH:4][C:3]=1[C:10]1[CH:15]=[CH:14][C:13]([O:16][CH2:17][C:18]2[CH:19]=[C:20]([CH:24]([CH2:31][CH:32]=[O:33])[CH2:25][C:26]([O:28][CH2:29][CH3:30])=[O:27])[CH:21]=[CH:22][CH:23]=2)=[CH:12][C:11]=1[CH2:34][C:35]([CH3:36])([CH3:38])[CH3:37]. The catalyst class is: 16.